From a dataset of Experimentally validated miRNA-target interactions with 360,000+ pairs, plus equal number of negative samples. Binary Classification. Given a miRNA mature sequence and a target amino acid sequence, predict their likelihood of interaction. (1) The miRNA is hsa-miR-181a-3p with sequence ACCAUCGACCGUUGAUUGUACC. The protein sequence of the target gene is MGARVTRALRNFNVEKRAEREISKRKPSMAPKHPSTRDLLQEHRSQYPEIEEVVSKKDNKLLSLLRDVYVDSKDPVPALPVKVEPRQEPKEFRLPIGNHFDKNITDIPKGKITVVEALTLLNNHKLSPETWTAEKIAQEYYLELKDVNSLLKYFVTFEVKILPPEDRKAIQSK. Result: 0 (no interaction). (2) The miRNA is hsa-miR-4538 with sequence GAGCUUGGAUGAGCUGGGCUGA. The protein sequence of the target gene is MAATVRRQRPRRLLCWALVAVLLADLLALSDTLAVMSVDLGSESMKVAIVKPGVPMEIVLNKESRRKTPVTVTLKENERFLGDSAAGMAIKNPKATLRYFQHLLGKQADNPHVALYRSRFPEHELNVDPQRQTVRFQISPQLQFSPEEVLGMVLNYSRSLAEDFAEQPIKDAVITVPAFFNQAERRAVLQAARMAGLKVLQLINDNTATALSYGVFRRKDINSTAQNIMFYDMGSGSTVCTIVTYQTVKTKEAGTQPQLQIRGVGFDRTLGGLEMELRLREHLAKLFNEQRKGQKAKDVR.... Result: 0 (no interaction).